Task: Regression. Given a target protein amino acid sequence and a drug SMILES string, predict the binding affinity score between them. We predict pIC50 (pIC50 = -log10(IC50 in M); higher means more potent). Dataset: bindingdb_ic50.. Dataset: Drug-target binding data from BindingDB using IC50 measurements (1) The small molecule is c1cnc(-c2ccccc2NCC2=NCCN2)nc1. The target protein (P25100) has sequence MTFRDLLSVSFEGPRPDSSAGGSSAGGGGGSAGGAAPSEGPAVGGVPGGAGGGGGVVGAGSGEDNRSSAGEPGSAGAGGDVNGTAAVGGLVVSAQGVGVGVFLAAFILMAVAGNLLVILSVACNRHLQTVTNYFIVNLAVADLLLSATVLPFSATMEVLGFWAFGRAFCDVWAAVDVLCCTASILSLCTISVDRYVGVRHSLKYPAIMTERKAAAILALLWVVALVVSVGPLLGWKEPVPPDERFCGITEEAGYAVFSSVCSFYLPMAVIVVMYCRVYVVARSTTRSLEAGVKRERGKASEVVLRIHCRGAATGADGAHGMRSAKGHTFRSSLSVRLLKFSREKKAAKTLAIVVGVFVLCWFPFFFVLPLGSLFPQLKPSEGVFKVIFWLGYFNSCVNPLIYPCSSREFKRAFLRLLRCQCRRRRRRRPLWRVYGHHWRASTSGLRQDCAPSSGDAPPGAPLALTALPDPDPEPPGTPEMQAPVASRRKPPSAFREWRLL.... The pIC50 is 6.4. (2) The drug is CC(C)C[C@H](NC(=O)[C@H](CO)NC(=O)[C@H](CO)NC(=O)[C@H](CO)NC(=O)[C@@H](N)CC(N)=O)C(=O)N[C@@H](C)C(=O)N[C@@H](CCC(N)=O)C(=O)O. The target protein (P9WKK7) has sequence MSVVGTPKSAEQIQQEWDTNPRWKDVTRTYSAEDVVALQGSVVEEHTLARRGAEVLWEQLHDLEWVNALGALTGNMAVQQVRAGLKAIYLSGWQVAGDANLSGHTYPDQSLYPANSVPQVVRRINNALQRADQIAKIEGDTSVENWLAPIVADGEAGFGGALNVYELQKALIAAGVAGSHWEDQLASEKKCGHLGGKVLIPTQQHIRTLTSARLAADVADVPTVVIARTDAEAATLITSDVDERDQPFITGERTREGFYRTKNGIEPCIARAKAYAPFADLIWMETGTPDLEAARQFSEAVKAEYPDQMLAYNCSPSFNWKKHLDDATIAKFQKELAAMGFKFQFITLAGFHALNYSMFDLAYGYAQNQMSAYVELQEREFAAEERGYTATKHQREVGAGYFDRIATTVDPNSSTTALTGSTEEGQFH. The pIC50 is 3.7. (3) The drug is C=C[C@@H]1C[C@]1(NC(=O)[C@@H]1C[C@@H](Oc2cc(-c3csc(NC(=O)C(C)C)n3)nc3c(Br)c(OC)ccc23)CN1C(=O)[C@@H](NC(=O)OC1CCCC1)C(C)(C)C)C(=O)O. The target protein (P16298) has sequence MAAPEPARAAPPPPPPPPPPPGADRVVKAVPFPPTHRLTSEEVFDLDGIPRVDVLKNHLVKEGRVDEEIALRIINEGAAILRREKTMIEVEAPITVCGDIHGQFFDLMKLFEVGGSPANTRYLFLGDYVDRGYFSIECVLYLWVLKILYPSTLFLLRGNHECRHLTEYFTFKQECKIKYSERVYEACMEAFDSLPLAALLNQQFLCVHGGLSPEIHTLDDIRRLDRFKEPPAFGPMCDLLWSDPSEDFGNEKSQEHFSHNTVRGCSYFYNYPAVCEFLQNNNLLSIIRAHEAQDAGYRMYRKSQTTGFPSLITIFSAPNYLDVYNNKAAVLKYENNVMNIRQFNCSPHPYWLPNFMDVFTWSLPFVGEKVTEMLVNVLSICSDDELMTEGEDQFDGSAAARKEIIRNKIRAIGKMARVFSVLREESESVLTLKGLTPTGMLPSGVLAGGRQTLQSATVEAIEAEKAIRGFSPPHRICSFEEAKGLDRINERMPPRKDAVQ.... The pIC50 is 5.0. (4) The small molecule is C[C@]12Cc3cn4c(nc3CC1CCC1C2CC[C@@]2(C)C1CC[C@@H]2O)nc1ccccc14. The target protein (P14600) has sequence MDNVLPMDSDLFPNISTNTSESNQFVQPTWQIVLWAAAYTVIVVTSVVGNVVVIWIILAHKRMRTVTNYFLVNLAFAEACMAAFNTVVNFTYAVHNVWYYGLFYCKFHNFFPIAALFASIYSMTAVAFDRYMAIIHPLQPRLSATATKVVIFVIWVLALLLAFPQGYYSTTETMPSRVVCMIEWPEHPNRTYEKAYHICVTVLIYFLPLLVIGYAYTVVGITLWASEIPGDSSDRYHEQVSAKRKVVKMMIVVVCTFAICWLPFHVFFLLPYINPDLYLKKFIQQVYLASMWLAMSSTMYNPIIYCCLNDRFRLGFKHAFRCCPFISAGDYEGLEMKSTRYLQTQSSVYKVSRLETTISTVVGAHEEEPEEGPKATPSSLDLTSNGSSRSNSKTMTESSSFYSNMLA. The pIC50 is 6.7. (5) The small molecule is Cc1ccc(Sc2cncc3sc(C(N)=S)cc23)cc1. The target protein (P19320) has sequence MPGKMVVILGASNILWIMFAASQAFKIETTPESRYLAQIGDSVSLTCSTTGCESPFFSWRTQIDSPLNGKVTNEGTTSTLTMNPVSFGNEHSYLCTATCESRKLEKGIQVEIYSFPKDPEIHLSGPLEAGKPITVKCSVADVYPFDRLEIDLLKGDHLMKSQEFLEDADRKSLETKSLEVTFTPVIEDIGKVLVCRAKLHIDEMDSVPTVRQAVKELQVYISPKNTVISVNPSTKLQEGGSVTMTCSSEGLPAPEIFWSKKLDNGNLQHLSGNATLTLIAMRMEDSGIYVCEGVNLIGKNRKEVELIVQEKPFTVEISPGPRIAAQIGDSVMLTCSVMGCESPSFSWRTQIDSPLSGKVRSEGTNSTLTLSPVSFENEHSYLCTVTCGHKKLEKGIQVELYSFPRDPEIEMSGGLVNGSSVTVSCKVPSVYPLDRLEIELLKGETILENIEFLEDTDMKSLENKSLEMTFIPTIEDTGKALVCQAKLHIDDMEFEPKQRQ.... The pIC50 is 4.7. (6) The compound is CCOc1ccc2cc(-c3nn(C4CCCCC4)c(N)c3C(N)=O)ccc2n1. The target protein sequence is MEEDDNLKKGNERNKKKAIFSNDDFTGEDSLMEDHLELREKLSEDIDMIKTSLKNNLVCSTLNDNEILTLSNYMQFFVFKSGNLVIKQGEKGSYFFIINSGKFDVYVNDKKVKTMGKGSSFGEAALIHNTQRSATIIAETDGTLWGVQRSTFRATLKQLSNRNFNENRTFIDSVSVFDMLTEAQKNMITNACVIQNFKSGETIVKQGDYGDVLYILKEGKATVYINDEEIRVLEKGSYFGERALLYDEPRSATIIAKEPTACASICRKLLNIVLGNLQVVLFRNIMTEALQQSEIFKQFSGDQLNDLADTAIVRDYPANYNILHKDKVKSVKYIIVLEGKVELFLDDTSIGILSRGMSFGDQYVLNQKQPFKHTIKSLEVCKIALITETCLADCLGNNNIDASIDYNNKKSIIKKMYIFRYLTDKQCNLLIEAFRTTRYEEGDYIIQEGEVGSRFYIIKNGEVEIVKNKKRLRTLGKNDYFGERALLYDEPRTASVISKV.... The pIC50 is 5.6. (7) The drug is COc1cccc(Nc2nc(N)nc(-c3oc4ccccc4c3C)n2)c1. The target is TRQARRNRRRRWRERQR. The pIC50 is 4.1.